This data is from Full USPTO retrosynthesis dataset with 1.9M reactions from patents (1976-2016). The task is: Predict the reactants needed to synthesize the given product. (1) The reactants are: [Cl:1][C:2]1[CH:23]=[CH:22][C:5]([C:6]([C:8]2[N:12]([CH3:13])[CH:11]=[C:10]([C:14]([C:16]3[CH:21]=[CH:20][N:19]=[CH:18][CH:17]=3)=[O:15])[CH:9]=2)=[O:7])=[CH:4][CH:3]=1.[O:24](C)[S:25]([C:28]([F:31])([F:30])[F:29])(=[O:27])=[O:26]. Given the product [OH2:7].[F:29][C:28]([F:31])([F:30])[S:25]([O-:27])(=[O:26])=[O:24].[Cl:1][C:2]1[CH:3]=[CH:4][C:5]([C:6]([C:8]2[N:12]([CH3:13])[CH:11]=[C:10]([C:14]([C:16]3[CH:21]=[CH:20][N+:19]([CH3:28])=[CH:18][CH:17]=3)=[O:15])[CH:9]=2)=[O:7])=[CH:22][CH:23]=1, predict the reactants needed to synthesize it. (2) Given the product [CH2:1]([NH:8][C:9]([C:11]1[S:15][C:14]([N:27]2[CH2:28][CH2:29][N:25]([CH2:18][C:19]3[CH:24]=[CH:23][CH:22]=[CH:21][CH:20]=3)[C:26]2=[N:30][C:31]#[N:32])=[N:13][C:12]=1[CH3:17])=[O:10])[C:2]1[CH:7]=[CH:6][CH:5]=[CH:4][CH:3]=1, predict the reactants needed to synthesize it. The reactants are: [CH2:1]([NH:8][C:9]([C:11]1[S:15][C:14](Br)=[N:13][C:12]=1[CH3:17])=[O:10])[C:2]1[CH:7]=[CH:6][CH:5]=[CH:4][CH:3]=1.[CH2:18]([N:25]1[CH2:29][CH2:28][NH:27][C:26]1=[N:30][C:31]#[N:32])[C:19]1[CH:24]=[CH:23][CH:22]=[CH:21][CH:20]=1.C1(N)CCCCC1N.C(=O)([O-])[O-].[K+].[K+].